From a dataset of Full USPTO retrosynthesis dataset with 1.9M reactions from patents (1976-2016). Predict the reactants needed to synthesize the given product. (1) Given the product [CH2:1]([O:8][C:9]([CH:11]([O:33][CH:34]1[CH:39]([C:40]2[CH:41]=[CH:42][C:43]([O:46][CH2:47][CH2:48][CH2:49][O:50][CH2:51][C:52]3[CH:57]=[CH:56][CH:55]=[CH:54][C:53]=3[O:58][CH3:59])=[CH:44][CH:45]=2)[CH2:38][CH2:37][NH:36][CH2:35]1)[C:12]1[C:20]2[N:19]=[C:18]([C:21]([O:23][CH3:24])=[O:22])[NH:17][C:16]=2[CH:15]=[CH:14][CH:13]=1)=[O:10])[C:2]1[CH:3]=[CH:4][CH:5]=[CH:6][CH:7]=1, predict the reactants needed to synthesize it. The reactants are: [CH2:1]([O:8][C:9]([CH:11]([O:33][CH:34]1[CH:39]([C:40]2[CH:45]=[CH:44][C:43]([O:46][CH2:47][CH2:48][CH2:49][O:50][CH2:51][C:52]3[CH:57]=[CH:56][CH:55]=[CH:54][C:53]=3[O:58][CH3:59])=[CH:42][CH:41]=2)[CH2:38][CH2:37][NH:36][CH2:35]1)[C:12]1[C:20]2[N:19]=[C:18]([C:21]([O:23][CH3:24])=[O:22])[N:17](COCC[Si](C)(C)C)[C:16]=2[CH:15]=[CH:14][CH:13]=1)=[O:10])[C:2]1[CH:7]=[CH:6][CH:5]=[CH:4][CH:3]=1.Cl.C(=O)([O-])O.[Na+]. (2) Given the product [CH3:1][O:2][C:3](=[O:34])[C:4]1[CH:9]=[CH:8][C:7]([S:10](=[O:24])(=[O:25])[NH:11][C@H:12]([C:21](=[O:23])[NH2:22])[CH2:13][C:14]([O:16][C:17]([CH3:20])([CH3:19])[CH3:18])=[O:15])=[C:6]([OH:26])[CH:5]=1, predict the reactants needed to synthesize it. The reactants are: [CH3:1][O:2][C:3](=[O:34])[C:4]1[CH:9]=[CH:8][C:7]([S:10](=[O:25])(=[O:24])[NH:11][C@H:12]([C:21](=[O:23])[NH2:22])[CH2:13][C:14]([O:16][C:17]([CH3:20])([CH3:19])[CH3:18])=[O:15])=[C:6]([O:26]CC2C=CC=CC=2)[CH:5]=1. (3) Given the product [CH2:1]([N:8]1[CH2:12][CH2:11][C:10]([C:14]2[CH:19]=[C:18]([F:20])[CH:17]=[C:16]([F:21])[CH:15]=2)([F:28])[CH2:9]1)[C:2]1[CH:7]=[CH:6][CH:5]=[CH:4][CH:3]=1, predict the reactants needed to synthesize it. The reactants are: [CH2:1]([N:8]1[CH2:12][CH2:11][C:10]([C:14]2[CH:19]=[C:18]([F:20])[CH:17]=[C:16]([F:21])[CH:15]=2)(O)[CH2:9]1)[C:2]1[CH:7]=[CH:6][CH:5]=[CH:4][CH:3]=1.C(N(S(F)(F)[F:28])CC)C.C(=O)([O-])[O-].[Na+].[Na+]. (4) Given the product [CH2:1]([O:3][C:4]([C:6]1[C:12]2[NH:13][C:14]3[CH:15]=[CH:16][C:17]([C:26]4[CH:27]=[CH:28][C:23]([O:22][CH3:21])=[CH:24][CH:25]=4)=[CH:18][C:19]=3[C:11]=2[CH2:10][CH2:9][NH:8][CH:7]=1)=[O:5])[CH3:2], predict the reactants needed to synthesize it. The reactants are: [CH2:1]([O:3][C:4]([C:6]1[C:12]2[NH:13][C:14]3[CH:15]=[CH:16][C:17](Br)=[CH:18][C:19]=3[C:11]=2[CH2:10][CH2:9][NH:8][CH:7]=1)=[O:5])[CH3:2].[CH3:21][O:22][C:23]1[CH:28]=[CH:27][C:26](B(O)O)=[CH:25][CH:24]=1.C([O-])([O-])=O.[Na+].[Na+]. (5) Given the product [C:1]([O:5][C:6]([N:8]1[CH2:12][CH2:11][C@@H:10]([C:13]([N:18]2[CH:17]=[CH:16][N:20]=[CH:19]2)=[O:15])[CH2:9]1)=[O:7])([CH3:2])([CH3:3])[CH3:4], predict the reactants needed to synthesize it. The reactants are: [C:1]([O:5][C:6]([N:8]1[CH2:12][CH2:11][C@@H:10]([C:13]([OH:15])=O)[CH2:9]1)=[O:7])([CH3:4])([CH3:3])[CH3:2].[CH:16]1[N:20]=[CH:19][N:18](C([N:18]2[CH:19]=[N:20][CH:16]=[CH:17]2)=O)[CH:17]=1. (6) Given the product [NH2:15][CH2:14][C:7]1[C:8]([Cl:13])=[CH:9][C:10]([Cl:12])=[CH:11][C:6]=1[CH2:5][OH:4], predict the reactants needed to synthesize it. The reactants are: C([O:4][CH2:5][C:6]1[CH:11]=[C:10]([Cl:12])[CH:9]=[C:8]([Cl:13])[C:7]=1[C:14]#[N:15])(=O)C.CO.Cl. (7) Given the product [C:55]([O:54][C:52]([NH:51][C@@H:18]([CH2:17][CH2:16][NH:15][C:13]([O:12][C:11]1[CH:10]=[CH:9][C:8]([CH2:7][C@H:6]([NH:61][C:62]([O:64][C:65]([CH3:68])([CH3:67])[CH3:66])=[O:63])[C:5]([OH:69])=[O:4])=[CH:60][CH:59]=1)=[O:14])[C:19]([NH:21][CH2:22][C:23]([NH:25][C@H:26]([C:48]([NH2:50])=[O:49])[CH2:27][S:28][C:29]([C:42]1[CH:43]=[CH:44][CH:45]=[CH:46][CH:47]=1)([C:30]1[CH:35]=[CH:34][CH:33]=[CH:32][CH:31]=1)[C:36]1[CH:37]=[CH:38][CH:39]=[CH:40][CH:41]=1)=[O:24])=[O:20])=[O:53])([CH3:58])([CH3:57])[CH3:56], predict the reactants needed to synthesize it. The reactants are: C([O:4][C:5](=[O:69])[C@@H:6]([NH:61][C:62]([O:64][C:65]([CH3:68])([CH3:67])[CH3:66])=[O:63])[CH2:7][C:8]1[CH:60]=[CH:59][C:11]([O:12][C:13]([NH:15][CH2:16][CH2:17][C@H:18]([NH:51][C:52]([O:54][C:55]([CH3:58])([CH3:57])[CH3:56])=[O:53])[C:19]([NH:21][CH2:22][C:23]([NH:25][C@H:26]([C:48]([NH2:50])=[O:49])[CH2:27][S:28][C:29]([C:42]2[CH:47]=[CH:46][CH:45]=[CH:44][CH:43]=2)([C:36]2[CH:41]=[CH:40][CH:39]=[CH:38][CH:37]=2)[C:30]2[CH:35]=[CH:34][CH:33]=[CH:32][CH:31]=2)=[O:24])=[O:20])=[O:14])=[CH:10][CH:9]=1)C=C.C(N(CC)CC)C.C(O)=O.